From a dataset of Full USPTO retrosynthesis dataset with 1.9M reactions from patents (1976-2016). Predict the reactants needed to synthesize the given product. (1) Given the product [NH2:43][C:42]1[C:35]2[C:36](=[N:37][CH:38]=[CH:39][C:34]=2[C:21]2[CH:22]=[CH:23][C:18]([NH:17][C:15]([NH:14][C:5]3[CH:6]=[C:7]([C:10]([F:11])([F:13])[F:12])[CH:8]=[CH:9][C:4]=3[O:3][CH2:1][CH3:2])=[O:16])=[CH:19][CH:20]=2)[NH:40][N:41]=1, predict the reactants needed to synthesize it. The reactants are: [CH2:1]([O:3][C:4]1[CH:9]=[CH:8][C:7]([C:10]([F:13])([F:12])[F:11])=[CH:6][C:5]=1[NH:14][C:15]([NH:17][C:18]1[CH:23]=[CH:22][C:21](B2OC(C)(C)C(C)(C)O2)=[CH:20][CH:19]=1)=[O:16])[CH3:2].I[C:34]1[CH:39]=[CH:38][N:37]=[C:36]2[NH:40][N:41]=[C:42]([NH2:43])[C:35]=12. (2) Given the product [Cl:1][C:2]1[CH:3]=[CH:4][C:5]([CH:8]([CH:13]2[CH2:17][CH2:16][CH2:15][CH2:14]2)[C:9]([OH:11])=[O:10])=[CH:6][CH:7]=1, predict the reactants needed to synthesize it. The reactants are: [Cl:1][C:2]1[CH:7]=[CH:6][C:5]([CH:8]([CH:13]2[CH2:17][CH2:16][CH2:15][CH2:14]2)[C:9]([O:11]C)=[O:10])=[CH:4][CH:3]=1.[OH-].[Na+].Cl.